Dataset: Forward reaction prediction with 1.9M reactions from USPTO patents (1976-2016). Task: Predict the product of the given reaction. (1) Given the reactants CCN=C=NCCCN(C)C.C1C=CC2N(O)N=NC=2C=1.[Br:22][C:23]1[CH:28]=[CH:27][C:26]([NH:29][C:30]2[C:38]([C:39]([OH:41])=O)=[C:37]3[N:33]([CH2:34][CH2:35][CH2:36]3)[C:32](=[O:42])[C:31]=2[Cl:43])=[C:25]([F:44])[CH:24]=1.Cl.[CH:46]1([CH2:49][O:50][NH2:51])[CH2:48][CH2:47]1, predict the reaction product. The product is: [CH:46]1([CH2:49][O:50][NH:51][C:39]([C:38]2[C:30]([NH:29][C:26]3[CH:27]=[CH:28][C:23]([Br:22])=[CH:24][C:25]=3[F:44])=[C:31]([Cl:43])[C:32](=[O:42])[N:33]3[C:37]=2[CH2:36][CH2:35][CH2:34]3)=[O:41])[CH2:48][CH2:47]1. (2) Given the reactants [C:1]1([CH2:7][CH2:8][CH2:9][CH2:10][O:11][CH2:12][C:13]2[O:17][N:16]=[C:15]([C:18]([O:20]CC)=[O:19])[CH:14]=2)[CH:6]=[CH:5][CH:4]=[CH:3][CH:2]=1.[OH-].[Na+], predict the reaction product. The product is: [C:1]1([CH2:7][CH2:8][CH2:9][CH2:10][O:11][CH2:12][C:13]2[O:17][N:16]=[C:15]([C:18]([OH:20])=[O:19])[CH:14]=2)[CH:6]=[CH:5][CH:4]=[CH:3][CH:2]=1. (3) Given the reactants [Br:1][C:2]1[C:10]2[N:9]=[C:8]([CH:11]([F:13])[F:12])[N:7]([CH2:14][C:15]3[CH:20]=[CH:19][CH:18]=[C:17]([C:21]([F:24])([F:23])[F:22])[C:16]=3[CH3:25])[C:6]=2[CH:5]=[C:4]([NH2:26])[CH:3]=1.[OH-].[Na+].Br[CH2:30][CH2:31][O:32][CH2:33][CH2:34]Br, predict the reaction product. The product is: [Br:1][C:2]1[C:10]2[N:9]=[C:8]([CH:11]([F:13])[F:12])[N:7]([CH2:14][C:15]3[CH:20]=[CH:19][CH:18]=[C:17]([C:21]([F:24])([F:22])[F:23])[C:16]=3[CH3:25])[C:6]=2[CH:5]=[C:4]([N:26]2[CH2:34][CH2:33][O:32][CH2:31][CH2:30]2)[CH:3]=1. (4) The product is: [CH3:1][O:2][C:3](=[O:29])[C:4]1[CH:9]=[CH:8][C:7]([CH2:10][NH:11][C:12]([O:14][C:15]([CH3:18])([CH3:16])[CH3:17])=[O:13])=[CH:6][C:5]=1[N+:26]([O-:28])=[O:27]. Given the reactants [CH3:1][O:2][C:3](=[O:29])[C:4]1[CH:9]=[CH:8][C:7]([CH2:10][N:11](C(OC(C)(C)C)=O)[C:12]([O:14][C:15]([CH3:18])([CH3:17])[CH3:16])=[O:13])=[CH:6][C:5]=1[N+:26]([O-:28])=[O:27].FC(F)(F)C(O)=O.C(=O)(O)[O-].[Na+], predict the reaction product. (5) Given the reactants [F:1][C:2]([F:19])([F:18])[C:3]1[CH:8]=[CH:7][C:6]([C:9]2[C:10]([C:15](O)=[O:16])=[CH:11][CH:12]=[CH:13][CH:14]=2)=[CH:5][CH:4]=1.CN(C)C=O.C(Cl)(=O)C([Cl:28])=O, predict the reaction product. The product is: [F:1][C:2]([F:19])([F:18])[C:3]1[CH:8]=[CH:7][C:6]([C:9]2[C:10]([C:15]([Cl:28])=[O:16])=[CH:11][CH:12]=[CH:13][CH:14]=2)=[CH:5][CH:4]=1.